Dataset: Full USPTO retrosynthesis dataset with 1.9M reactions from patents (1976-2016). Task: Predict the reactants needed to synthesize the given product. (1) Given the product [NH2:10][C:19]1[C:18]([N+:21]([O-:23])=[O:22])=[C:14]([CH:13]=[C:12]([Cl:11])[CH:20]=1)[C:15]([OH:17])=[O:16], predict the reactants needed to synthesize it. The reactants are: CC(C)([O-])C.[K+].Cl.CO[NH2:10].[Cl:11][C:12]1[CH:13]=[C:14]([C:18]([N+:21]([O-:23])=[O:22])=[CH:19][CH:20]=1)[C:15]([OH:17])=[O:16]. (2) Given the product [CH2:18]([N:8]1[C:9]2[C:14]([CH2:15][N:30]3[CH2:29][CH2:28][N:27]([C:24]4[CH:23]=[CH:22][C:21]([F:20])=[CH:26][CH:25]=4)[CH2:32][CH2:31]3)=[CH:13][N:12]=[CH:11][C:10]=2[N:17]=[C:7]1[C:3]1[C:2]([NH2:1])=[N:6][O:5][N:4]=1)[CH3:19], predict the reactants needed to synthesize it. The reactants are: [NH2:1][C:2]1[C:3]([C:7]2[N:8]([CH2:18][CH3:19])[C:9]3[C:14]([CH:15]=O)=[CH:13][N:12]=[CH:11][C:10]=3[N:17]=2)=[N:4][O:5][N:6]=1.[F:20][C:21]1[CH:26]=[CH:25][C:24]([N:27]2[CH2:32][CH2:31][NH:30][CH2:29][CH2:28]2)=[CH:23][CH:22]=1.C(O[BH-](OC(=O)C)OC(=O)C)(=O)C.[Na+]. (3) Given the product [CH2:23]([O:22][P:20]([C:8]1[CH:7]=[C:6]([CH2:5][CH:4]([NH:28][C:29]([O:31][C:32]([CH3:35])([CH3:33])[CH3:34])=[O:30])[C:3]([OH:36])=[O:2])[CH:11]=[CH:10][C:9]=1[P:12]([O:14][CH2:15][CH3:16])([O:17][CH2:18][CH3:19])=[O:13])([O:25][CH2:26][CH3:27])=[O:21])[CH3:24], predict the reactants needed to synthesize it. The reactants are: C[O:2][C:3](=[O:36])[CH:4]([NH:28][C:29]([O:31][C:32]([CH3:35])([CH3:34])[CH3:33])=[O:30])[CH2:5][C:6]1[CH:11]=[CH:10][C:9]([P:12]([O:17][CH2:18][CH3:19])([O:14][CH2:15][CH3:16])=[O:13])=[C:8]([P:20]([O:25][CH2:26][CH3:27])([O:22][CH2:23][CH3:24])=[O:21])[CH:7]=1.O.[OH-].[Li+]. (4) The reactants are: [Cl:1][C:2]1[CH:3]=[C:4]([C:9]23[CH2:14][CH:13]2[CH2:12][C:11](=O)[CH2:10]3)[CH:5]=[CH:6][C:7]=1[Cl:8].[CH3:16][NH:17][CH3:18].[BH3-][C:20]#N.[Na+].[ClH:23].[CH3:24][OH:25]. Given the product [ClH:1].[CH3:16][N:17]([CH3:18])[CH:11]1[CH2:12][CH:13]2[C:9]([C:4]3[CH:5]=[CH:6][C:7]([Cl:8])=[C:2]([Cl:1])[CH:3]=3)([CH2:14]2)[CH2:10]1.[ClH:23].[CH2:24]([O:25][CH2:2][CH3:7])[CH3:20], predict the reactants needed to synthesize it.